This data is from NCI-60 drug combinations with 297,098 pairs across 59 cell lines. The task is: Regression. Given two drug SMILES strings and cell line genomic features, predict the synergy score measuring deviation from expected non-interaction effect. (1) Drug 2: C1C(C(OC1N2C=NC(=NC2=O)N)CO)O. Synergy scores: CSS=9.01, Synergy_ZIP=-1.62, Synergy_Bliss=-2.28, Synergy_Loewe=-9.85, Synergy_HSA=-6.09. Cell line: HT29. Drug 1: CC1=C(C=C(C=C1)C(=O)NC2=CC(=CC(=C2)C(F)(F)F)N3C=C(N=C3)C)NC4=NC=CC(=N4)C5=CN=CC=C5. (2) Drug 1: CN1CCC(CC1)COC2=C(C=C3C(=C2)N=CN=C3NC4=C(C=C(C=C4)Br)F)OC. Drug 2: CS(=O)(=O)C1=CC(=C(C=C1)C(=O)NC2=CC(=C(C=C2)Cl)C3=CC=CC=N3)Cl. Cell line: HL-60(TB). Synergy scores: CSS=-5.80, Synergy_ZIP=5.60, Synergy_Bliss=7.24, Synergy_Loewe=-2.34, Synergy_HSA=-1.24. (3) Drug 1: C1CCC(C1)C(CC#N)N2C=C(C=N2)C3=C4C=CNC4=NC=N3. Drug 2: CC1=C(C=C(C=C1)NC2=NC=CC(=N2)N(C)C3=CC4=NN(C(=C4C=C3)C)C)S(=O)(=O)N.Cl. Cell line: CAKI-1. Synergy scores: CSS=44.2, Synergy_ZIP=10.7, Synergy_Bliss=11.5, Synergy_Loewe=15.1, Synergy_HSA=16.2. (4) Drug 1: CC12CCC(CC1=CCC3C2CCC4(C3CC=C4C5=CN=CC=C5)C)O. Drug 2: C(CCl)NC(=O)N(CCCl)N=O. Cell line: SK-MEL-2. Synergy scores: CSS=3.58, Synergy_ZIP=3.56, Synergy_Bliss=5.63, Synergy_Loewe=3.09, Synergy_HSA=3.10. (5) Drug 1: COC1=NC(=NC2=C1N=CN2C3C(C(C(O3)CO)O)O)N. Drug 2: C1CN1C2=NC(=NC(=N2)N3CC3)N4CC4. Cell line: CAKI-1. Synergy scores: CSS=54.1, Synergy_ZIP=3.04, Synergy_Bliss=4.35, Synergy_Loewe=-34.4, Synergy_HSA=-1.88. (6) Drug 1: CC1=C(N=C(N=C1N)C(CC(=O)N)NCC(C(=O)N)N)C(=O)NC(C(C2=CN=CN2)OC3C(C(C(C(O3)CO)O)O)OC4C(C(C(C(O4)CO)O)OC(=O)N)O)C(=O)NC(C)C(C(C)C(=O)NC(C(C)O)C(=O)NCCC5=NC(=CS5)C6=NC(=CS6)C(=O)NCCC[S+](C)C)O. Drug 2: CCC1(CC2CC(C3=C(CCN(C2)C1)C4=CC=CC=C4N3)(C5=C(C=C6C(=C5)C78CCN9C7C(C=CC9)(C(C(C8N6C)(C(=O)OC)O)OC(=O)C)CC)OC)C(=O)OC)O.OS(=O)(=O)O. Cell line: ACHN. Synergy scores: CSS=56.2, Synergy_ZIP=-1.95, Synergy_Bliss=-2.80, Synergy_Loewe=-5.12, Synergy_HSA=-0.665. (7) Drug 2: CC(CN1CC(=O)NC(=O)C1)N2CC(=O)NC(=O)C2. Drug 1: CNC(=O)C1=CC=CC=C1SC2=CC3=C(C=C2)C(=NN3)C=CC4=CC=CC=N4. Synergy scores: CSS=29.6, Synergy_ZIP=-12.0, Synergy_Bliss=-8.22, Synergy_Loewe=-4.13, Synergy_HSA=-3.90. Cell line: KM12.